This data is from Forward reaction prediction with 1.9M reactions from USPTO patents (1976-2016). The task is: Predict the product of the given reaction. (1) Given the reactants [Cl:1][C:2]1[CH:7]=[CH:6][CH:5]=[C:4]([CH2:8]Br)[C:3]=1[F:10].C[Si]([C:15]#[N:16])(C)C.CCCC[N+](CCCC)(CCCC)CCCC.[F-], predict the reaction product. The product is: [Cl:1][C:2]1[C:3]([F:10])=[C:4]([CH2:8][C:15]#[N:16])[CH:5]=[CH:6][CH:7]=1. (2) Given the reactants [N:1]1[C:8]([Cl:9])=[N:7][C:5]([Cl:6])=[N:4][C:2]=1Cl.Cl[C:11]1[CH:12]=[C:13]([CH:16]=[CH:17][C:18]=1[NH2:19])[O:14][CH3:15].[OH-].[Na+].[ClH:22], predict the reaction product. The product is: [Cl:22][C:12]1[CH:11]=[C:18]([NH:19][C:2]2[N:1]=[C:8]([Cl:9])[N:7]=[C:5]([Cl:6])[N:4]=2)[CH:17]=[CH:16][C:13]=1[O:14][CH3:15]. (3) The product is: [Cl:23][CH2:22][CH2:21][CH2:20][N:4]1[CH2:3][CH2:2][N:1]([C:7]2[CH:16]=[CH:15][C:14]3[C:9](=[CH:10][CH:11]=[CH:12][CH:13]=3)[N:8]=2)[CH2:6][CH2:5]1. Given the reactants [N:1]1([C:7]2[CH:16]=[CH:15][C:14]3[C:9](=[CH:10][CH:11]=[CH:12][CH:13]=3)[N:8]=2)[CH2:6][CH2:5][NH:4][CH2:3][CH2:2]1.[OH-].[Na+].Br[CH2:20][CH2:21][CH2:22][Cl:23].C(OCC)C, predict the reaction product. (4) Given the reactants [CH3:1][O:2][C:3]1[N:8]=[CH:7][C:6]([NH2:9])=[CH:5][CH:4]=1.C(N(CC)CC)C.[C:17](Cl)(=[O:22])[C:18]([CH3:21])([CH3:20])[CH3:19], predict the reaction product. The product is: [CH3:1][O:2][C:3]1[N:8]=[CH:7][C:6]([NH:9][C:17](=[O:22])[C:18]([CH3:21])([CH3:20])[CH3:19])=[CH:5][CH:4]=1. (5) Given the reactants [C:1]1([CH2:11][NH:12][C:13](=[O:58])[C@@H:14]([NH:29][C:30]([C:32]2[C:41]3[C:36](=[CH:37][CH:38]=[CH:39][CH:40]=3)[C:35]([CH2:42][N:43](C(OC(C)(C)C)=O)[CH2:44][C:45]3[CH:50]=[CH:49][CH:48]=[CH:47][N:46]=3)=[CH:34][CH:33]=2)=[O:31])[CH2:15][CH2:16][CH2:17][NH:18][C@@H:19]2[C:28]3[N:27]=[CH:26][CH:25]=[CH:24][C:23]=3[CH2:22][CH2:21][CH2:20]2)[C:10]2[C:5](=[CH:6][CH:7]=[CH:8][CH:9]=2)[CH:4]=[CH:3][CH:2]=1.[ClH:59].O1CCOCC1, predict the reaction product. The product is: [ClH:59].[C:1]1([CH2:11][NH:12][C:13](=[O:58])[C@@H:14]([NH:29][C:30]([C:32]2[C:41]3[C:36](=[CH:37][CH:38]=[CH:39][CH:40]=3)[C:35]([CH2:42][NH:43][CH2:44][C:45]3[CH:50]=[CH:49][CH:48]=[CH:47][N:46]=3)=[CH:34][CH:33]=2)=[O:31])[CH2:15][CH2:16][CH2:17][NH:18][C@@H:19]2[C:28]3[N:27]=[CH:26][CH:25]=[CH:24][C:23]=3[CH2:22][CH2:21][CH2:20]2)[C:10]2[C:5](=[CH:6][CH:7]=[CH:8][CH:9]=2)[CH:4]=[CH:3][CH:2]=1. (6) Given the reactants [H-].[H-].[H-].[H-].[Li+].[Al+3].[CH:7]1([C:13]2[CH:18]=[CH:17][C:16]([C:19]([CH3:26])=[CH:20][C:21](OCC)=[O:22])=[CH:15][CH:14]=2)[CH2:12][CH2:11][CH2:10][CH2:9][CH2:8]1, predict the reaction product. The product is: [CH:7]1([C:13]2[CH:14]=[CH:15][C:16]([C:19]([CH3:26])=[CH:20][CH2:21][OH:22])=[CH:17][CH:18]=2)[CH2:8][CH2:9][CH2:10][CH2:11][CH2:12]1.